This data is from Forward reaction prediction with 1.9M reactions from USPTO patents (1976-2016). The task is: Predict the product of the given reaction. (1) Given the reactants [Si:1]([O:8][O:9][CH2:10][C@H:11]1[O:15][C@@H:14]([N:16]2[CH:23]=[C:22]([CH2:24]Br)[C:20](=[O:21])[NH:19][C:17]2=[O:18])[CH2:13][CH2:12]1)([C:4]([CH3:7])([CH3:6])[CH3:5])([CH3:3])[CH3:2].[F:26][C:27]([F:38])([F:37])[C:28]([NH:30][CH2:31][CH2:32][O:33][CH2:34][C:35]#[CH:36])=[O:29], predict the reaction product. The product is: [Si:1]([O:8][O:9][CH2:10][C@H:11]1[O:15][C@@H:14]([N:16]2[CH:23]=[C:22]([CH2:24][C:36]#[C:35][CH2:34][O:33][CH2:32][CH2:31][NH:30][C:28](=[O:29])[C:27]([F:26])([F:37])[F:38])[C:20](=[O:21])[NH:19][C:17]2=[O:18])[CH2:13][CH2:12]1)([C:4]([CH3:7])([CH3:6])[CH3:5])([CH3:3])[CH3:2]. (2) Given the reactants [C:1]([O:5][C:6]([N:8]1[CH2:13][CH2:12][CH:11]([CH2:14][C:15](O)=[O:16])[CH2:10][CH2:9]1)=[O:7])([CH3:4])([CH3:3])[CH3:2].B#B.[H][H].Cl.[OH-].[Na+], predict the reaction product. The product is: [C:1]([O:5][C:6]([N:8]1[CH2:13][CH2:12][CH:11]([CH2:14][CH2:15][OH:16])[CH2:10][CH2:9]1)=[O:7])([CH3:4])([CH3:3])[CH3:2]. (3) Given the reactants [Cl:1][C:2]1[CH:3]=[C:4]2[C:9](=[C:10]([Cl:22])[C:11]=1[O:12][C:13]1[CH:21]=[CH:20][C:16]([C:17](O)=[O:18])=[CH:15][CH:14]=1)[O:8][CH2:7][CH2:6][CH:5]2[C:23]([O:25][CH2:26][CH3:27])=[O:24].C(Cl)(=O)C(Cl)=O.[NH3:34], predict the reaction product. The product is: [C:17]([C:16]1[CH:20]=[CH:21][C:13]([O:12][C:11]2[C:10]([Cl:22])=[C:9]3[C:4]([CH:5]([C:23]([O:25][CH2:26][CH3:27])=[O:24])[CH2:6][CH2:7][O:8]3)=[CH:3][C:2]=2[Cl:1])=[CH:14][CH:15]=1)(=[O:18])[NH2:34]. (4) Given the reactants [Cl-].[Al+3].[Cl-].[Cl-].[N-:5]=[N+:6]=[N-:7].[Na+].[CH3:9][O:10][C:11](=[O:23])[C:12]1[C:17]([CH3:18])=[CH:16][CH:15]=[C:14]([CH3:19])[C:13]=1[N:20]=[C:21]=[O:22].N([O-])=O.[Na+].Cl, predict the reaction product. The product is: [CH3:9][O:10][C:11](=[O:23])[C:12]1[C:17]([CH3:18])=[CH:16][CH:15]=[C:14]([CH3:19])[C:13]=1[N:20]1[C:21](=[O:22])[NH:7][N:6]=[N:5]1. (5) Given the reactants [C:1]([O:5][C:6]([N:8]1[CH2:13][CH2:12][C@@H:11]([NH:14][CH3:15])[C@H:10]([C:16]2[CH:21]=[CH:20][C:19]([F:22])=[CH:18][C:17]=2[CH3:23])[CH2:9]1)=[O:7])([CH3:4])([CH3:3])[CH3:2].[F:24][C:25]([F:41])([F:40])[C:26]1[CH:27]=[C:28]([CH2:36][C:37](O)=[O:38])[CH:29]=[C:30]([C:32]([F:35])([F:34])[F:33])[CH:31]=1.O.ON1C2C=CC=CC=2N=N1.Cl.CN(C)CCCN=C=NCC, predict the reaction product. The product is: [C:1]([O:5][C:6]([N:8]1[CH2:13][CH2:12][C@@H:11]([N:14]([C:37](=[O:38])[CH2:36][C:28]2[CH:29]=[C:30]([C:32]([F:33])([F:34])[F:35])[CH:31]=[C:26]([C:25]([F:40])([F:24])[F:41])[CH:27]=2)[CH3:15])[C@H:10]([C:16]2[CH:21]=[CH:20][C:19]([F:22])=[CH:18][C:17]=2[CH3:23])[CH2:9]1)=[O:7])([CH3:4])([CH3:3])[CH3:2]. (6) Given the reactants [Br:1][C:2]1[CH:7]=[CH:6][C:5]([C:8]2[CH2:12][C:11]([C:17]3[CH:22]=[C:21]([Cl:23])[CH:20]=[C:19]([Cl:24])[CH:18]=3)([C:13]([F:16])([F:15])[F:14])[O:10][N:9]=2)=[CH:4][C:3]=1[CH3:25].C1C(=O)N([Br:33])C(=O)C1.CC(N=NC(C#N)(C)C)(C#N)C, predict the reaction product. The product is: [Br:1][C:2]1[CH:7]=[CH:6][C:5]([C:8]2[CH2:12][C:11]([C:17]3[CH:22]=[C:21]([Cl:23])[CH:20]=[C:19]([Cl:24])[CH:18]=3)([C:13]([F:15])([F:14])[F:16])[O:10][N:9]=2)=[CH:4][C:3]=1[CH2:25][Br:33]. (7) Given the reactants [F:1][C:2]1[CH:3]=[C:4]2[C:9](=[CH:10][C:11]=1[C:12]#[N:13])[O:8][CH2:7][CH2:6]/[C:5]/2=[CH:14]\[O:15]C.BrB(Br)Br.C(=O)(O)[O-].[Na+], predict the reaction product. The product is: [F:1][C:2]1[CH:3]=[C:4]2[C:9](=[CH:10][C:11]=1[C:12]#[N:13])[O:8][CH2:7][CH2:6][CH:5]2[CH:14]=[O:15]. (8) Given the reactants Br[C:2]1[CH:3]=[C:4]([CH:6]=[C:7]([C:9]([F:12])([F:11])[F:10])[CH:8]=1)[NH2:5].CC1C=CC=CC=1P(C1C=CC=CC=1C)C1C=CC=C(C)C=1.[CH:35]([N:37]1[C:45](=[O:46])[C:44]2[C:39](=[CH:40][CH:41]=[CH:42][CH:43]=2)[C:38]1=[O:47])=[CH2:36], predict the reaction product. The product is: [NH2:5][C:4]1[CH:3]=[C:2](/[CH:36]=[CH:35]/[N:37]2[C:38](=[O:47])[C:39]3[C:44](=[CH:43][CH:42]=[CH:41][CH:40]=3)[C:45]2=[O:46])[CH:8]=[C:7]([C:9]([F:12])([F:11])[F:10])[CH:6]=1. (9) Given the reactants I.I.[N:3]1([C:10]2[N:14]([CH2:15][CH2:16][O:17][CH2:18][CH2:19][O:20][CH3:21])[C:13]3[CH:22]=[CH:23][CH:24]=[CH:25][C:12]=3[N:11]=2)[CH2:9][CH2:8][CH2:7][NH:6][CH2:5][CH2:4]1.[CH3:26][O:27][C:28]1[CH:33]=[CH:32][C:31]([N:34]2[CH:38]=[N:37][N:36]=[N:35]2)=[CH:30][C:29]=1[C:39]([N:41]1[CH2:45][CH2:44][C@:43]([CH2:52][CH2:53]OS(C)(=O)=O)([C:46]2[CH:51]=[CH:50][CH:49]=[CH:48][CH:47]=2)[CH2:42]1)=[O:40].C(N(CC)CC)C, predict the reaction product. The product is: [CH3:21][O:20][CH2:19][CH2:18][O:17][CH2:16][CH2:15][N:14]1[C:13]2[CH:22]=[CH:23][CH:24]=[CH:25][C:12]=2[N:11]=[C:10]1[N:3]1[CH2:9][CH2:8][CH2:7][N:6]([CH2:53][CH2:52][C@:43]2([C:46]3[CH:51]=[CH:50][CH:49]=[CH:48][CH:47]=3)[CH2:44][CH2:45][N:41]([C:39]([C:29]3[CH:30]=[C:31]([N:34]4[CH:38]=[N:37][N:36]=[N:35]4)[CH:32]=[CH:33][C:28]=3[O:27][CH3:26])=[O:40])[CH2:42]2)[CH2:5][CH2:4]1.